Dataset: Forward reaction prediction with 1.9M reactions from USPTO patents (1976-2016). Task: Predict the product of the given reaction. Given the reactants [CH2:1]([O:3][C:4](=[O:35])[CH2:5][C:6]1[CH:11]=[CH:10][CH:9]=[C:8]([O:12][C:13]2[CH:18]=[CH:17][C:16]([NH2:19])=[CH:15][C:14]=2[CH2:20][N:21]([C:31]([O:33][CH3:34])=[O:32])[C@@H:22]([CH3:30])[CH2:23][C:24]2[CH:29]=[CH:28][CH:27]=[CH:26][CH:25]=2)[CH:7]=1)[CH3:2].[CH3:36][S:37](Cl)(=[O:39])=[O:38].C(N(CC)CC)C.O, predict the reaction product. The product is: [CH2:1]([O:3][C:4](=[O:35])[CH2:5][C:6]1[CH:11]=[CH:10][CH:9]=[C:8]([O:12][C:13]2[CH:18]=[CH:17][C:16]([NH:19][S:37]([CH3:36])(=[O:39])=[O:38])=[CH:15][C:14]=2[CH2:20][N:21]([C:31]([O:33][CH3:34])=[O:32])[C@@H:22]([CH3:30])[CH2:23][C:24]2[CH:25]=[CH:26][CH:27]=[CH:28][CH:29]=2)[CH:7]=1)[CH3:2].